This data is from Catalyst prediction with 721,799 reactions and 888 catalyst types from USPTO. The task is: Predict which catalyst facilitates the given reaction. (1) Reactant: [CH3:1][NH:2][C:3]([C:5]1[CH:6]=[C:7]([O:11][C:12]2[CH:13]=[CH:14][C:15]([NH:19][C:20]([NH:22][C:23]3[CH:24]=[CH:25][C:26]([Cl:33])=[C:27]([C:29]([F:32])([F:31])[F:30])[CH:28]=3)=[O:21])=[C:16]([F:18])[CH:17]=2)[CH:8]=[CH:9][N:10]=1)=[O:4].S(C1C=CC(C)=CC=1)([O-])(=O)=O.O.[OH-].[Na+].C(C(C)=O)C. Product: [CH3:1][NH:2][C:3]([C:5]1[CH:6]=[C:7]([O:11][C:12]2[CH:13]=[CH:14][C:15]([NH:19][C:20]([NH:22][C:23]3[CH:24]=[CH:25][C:26]([Cl:33])=[C:27]([C:29]([F:31])([F:32])[F:30])[CH:28]=3)=[O:21])=[C:16]([F:18])[CH:17]=2)[CH:8]=[CH:9][N:10]=1)=[O:4]. The catalyst class is: 13. (2) Reactant: [Cl:1][C:2]1[CH:7]=[CH:6][C:5]([C:8]2[C:12]3[CH:13]=[CH:14][C:15]([C:17]#[C:18][CH2:19][N:20]([CH3:22])[CH3:21])=[CH:16][C:11]=3[S:10][N:9]=2)=[CH:4][CH:3]=1. Product: [Cl:1][C:2]1[CH:3]=[CH:4][C:5]([C:8]2[C:12]3[CH:13]=[CH:14][C:15]([CH2:17][CH2:18][CH2:19][N:20]([CH3:22])[CH3:21])=[CH:16][C:11]=3[S:10][N:9]=2)=[CH:6][CH:7]=1. The catalyst class is: 867.